This data is from Full USPTO retrosynthesis dataset with 1.9M reactions from patents (1976-2016). The task is: Predict the reactants needed to synthesize the given product. (1) Given the product [F:28][CH2:2][CH2:3][C:4]1[N:8]([CH:9]2[C:18]3[C:13](=[CH:14][CH:15]=[CH:16][CH:17]=3)[C:12](=[O:19])[O:11][C:10]2([CH3:21])[CH3:20])[CH:7]=[N:6][CH:5]=1, predict the reactants needed to synthesize it. The reactants are: O[CH2:2][CH2:3][C:4]1[N:8]([CH:9]2[C:18]3[C:13](=[CH:14][CH:15]=[CH:16][CH:17]=3)[C:12](=[O:19])[O:11][C:10]2([CH3:21])[CH3:20])[CH:7]=[N:6][CH:5]=1.CCN(S(F)(F)[F:28])CC. (2) Given the product [Si:1]([O:8][CH2:9][CH:10]([O:13][CH:15]1[CH2:16][CH2:17][CH2:18][CH2:19][O:14]1)[CH2:11][Cl:12])([C:4]([CH3:7])([CH3:6])[CH3:5])([CH3:3])[CH3:2], predict the reactants needed to synthesize it. The reactants are: [Si:1]([O:8][CH2:9][C@@H:10]([OH:13])[CH2:11][Cl:12])([C:4]([CH3:7])([CH3:6])[CH3:5])([CH3:3])[CH3:2].[O:14]1[CH:19]=[CH:18][CH2:17][CH2:16][CH2:15]1.C1(C)C=CC(S([O-])(=O)=O)=CC=1.[NH+]1C=CC=CC=1.